From a dataset of Peptide-MHC class II binding affinity with 134,281 pairs from IEDB. Regression. Given a peptide amino acid sequence and an MHC pseudo amino acid sequence, predict their binding affinity value. This is MHC class II binding data. The peptide sequence is ANAIFKLTYQNKVVKVQ. The MHC is DRB1_0405 with pseudo-sequence DRB1_0405. The binding affinity (normalized) is 0.314.